Dataset: KCNQ2 potassium channel screen with 302,405 compounds. Task: Binary Classification. Given a drug SMILES string, predict its activity (active/inactive) in a high-throughput screening assay against a specified biological target. (1) The compound is Brc1ccc(/C=C(/NC(=O)c2occc2)C(=O)NCc2occc2)cc1. The result is 0 (inactive). (2) The molecule is N(C1CCCCC1)C1=NCCC1. The result is 0 (inactive). (3) The compound is S(c1ccc(cc1)C)CC(OCC(=O)NCCCc1ccccc1)=O. The result is 0 (inactive). (4) The molecule is S(CC(=O)NCC1OCCC1)c1sc2c(n1)cccc2. The result is 0 (inactive). (5) The result is 0 (inactive). The compound is s1c(cc2c(c(OC)c(OC)cc2)c1=O)C(OC(C)C)=O. (6) The molecule is s1c(CC(=O)Nc2c(ccc(c2)c2oc3c(n2)cccc3)C)ccc1. The result is 0 (inactive). (7) The compound is Clc1cn2c(CN3CCC(CC3)CO)c(nc2cc1)C(=O)N1CCc2c(C1)cccc2. The result is 0 (inactive). (8) The result is 0 (inactive). The compound is BrC12CC3(CC(C2)CC(C3)C1)C(OCC(=O)N1CCOCC1)=O. (9) The compound is Fc1ccc(NC(=O)NCCN2CCOCC2)cc1. The result is 0 (inactive). (10) The drug is Brc1c(C(=O)COC(=O)c2ncccc2)cccc1. The result is 0 (inactive).